Dataset: Forward reaction prediction with 1.9M reactions from USPTO patents (1976-2016). Task: Predict the product of the given reaction. (1) The product is: [NH2:1][C:4]1[CH:5]=[C:6]([CH:9]=[CH:10][C:11]=1[NH2:12])[C:7]#[N:8]. Given the reactants [N+:1]([C:4]1[CH:5]=[C:6]([CH:9]=[CH:10][C:11]=1[NH2:12])[C:7]#[N:8])([O-])=O.[BH4-].[Na+], predict the reaction product. (2) Given the reactants [Cl:1][C:2]1[CH:3]=[C:4]([CH:6]=[C:7]([Cl:9])[CH:8]=1)[NH2:5].[C:10]([O:14]CC)(=[O:13])[CH:11]=O.[CH2:17]=[CH:18][C:19]1[CH:24]=[CH:23][CH:22]=[CH:21][CH:20]=1.FC(F)(F)C(O)=O.[OH-].[Na+], predict the reaction product. The product is: [Cl:1][C:2]1[CH:8]=[C:7]([Cl:9])[CH:6]=[C:4]2[C:3]=1[CH:18]([C:19]1[CH:24]=[CH:23][CH:22]=[CH:21][CH:20]=1)[CH2:17][CH:11]([C:10]([OH:14])=[O:13])[NH:5]2.